From a dataset of Catalyst prediction with 721,799 reactions and 888 catalyst types from USPTO. Predict which catalyst facilitates the given reaction. Reactant: [CH3:1][C@H:2]1[C@H:6]([CH2:7][O:8][C:9]2[C:10]3[CH:24]=[CH:23][N:22]([CH2:25][O:26]CC[Si](C)(C)C)[C:11]=3[N:12]=[C:13]([NH:15][C:16]3[CH:17]=[N:18][N:19]([CH3:21])[CH:20]=3)[N:14]=2)[CH2:5][N:4]([C:33](=[O:36])[CH:34]=[CH2:35])[CH2:3]1.B(F)(F)F.CCOCC. Product: [OH:26][CH2:25][N:22]1[C:11]2[N:12]=[C:13]([NH:15][C:16]3[CH:17]=[N:18][N:19]([CH3:21])[CH:20]=3)[N:14]=[C:9]([O:8][CH2:7][C@H:6]3[C@H:2]([CH3:1])[CH2:3][N:4]([C:33](=[O:36])[CH:34]=[CH2:35])[CH2:5]3)[C:10]=2[CH:24]=[CH:23]1. The catalyst class is: 2.